Dataset: Forward reaction prediction with 1.9M reactions from USPTO patents (1976-2016). Task: Predict the product of the given reaction. Given the reactants [H-].[Al+3].[Li+].[H-].[H-].[H-].[NH2:7][C:8]1[S:9][CH:10]=[C:11]([C:13]2[CH:20]=[CH:19][C:16]([C:17]#[N:18])=[CH:15][CH:14]=2)[N:12]=1.[OH-].[Na+].[C:23](O[C:23]([O:25][C:26]([CH3:29])([CH3:28])[CH3:27])=[O:24])([O:25][C:26]([CH3:29])([CH3:28])[CH3:27])=[O:24], predict the reaction product. The product is: [NH2:7][C:8]1[S:9][CH:10]=[C:11]([C:13]2[CH:14]=[CH:15][C:16]([CH2:17][NH:18][C:23]([O:25][C:26]([CH3:29])([CH3:28])[CH3:27])=[O:24])=[CH:19][CH:20]=2)[N:12]=1.